From a dataset of Reaction yield outcomes from USPTO patents with 853,638 reactions. Predict the reaction yield, written as a fraction of the theoretical maximum amount of product (1.0 means a 100% yield; for example, 0.34 means a 34% yield). (1) No catalyst specified. The product is [CH2:14]([N:18]1[CH2:19][CH2:20][N:21]([C:24]2[CH:25]=[C:26]([O:37][CH3:38])[CH:27]=[C:28]3[C:33]=2[O:32][CH:31]([C:34]([NH:13][C:10]2[CH:9]=[CH:8][C:7]([N:1]4[CH2:2][CH2:3][O:4][CH2:5][CH2:6]4)=[CH:12][CH:11]=2)=[O:35])[CH2:30][CH2:29]3)[CH2:22][CH2:23]1)[CH2:15][CH2:16][CH3:17]. The reactants are [N:1]1([C:7]2[CH:12]=[CH:11][C:10]([NH2:13])=[CH:9][CH:8]=2)[CH2:6][CH2:5][O:4][CH2:3][CH2:2]1.[CH2:14]([N:18]1[CH2:23][CH2:22][N:21]([C:24]2[CH:25]=[C:26]([O:37][CH3:38])[CH:27]=[C:28]3[C:33]=2[O:32][CH:31]([C:34](O)=[O:35])[CH2:30][CH2:29]3)[CH2:20][CH2:19]1)[CH2:15][CH2:16][CH3:17]. The yield is 0.150. (2) The reactants are Br[Zn][CH2:3][C:4]([O:6][CH2:7][CH3:8])=[O:5].[C:9]1(/[CH:15]=[CH:16]/[C:17](=[O:19])[CH3:18])[CH:14]=[CH:13][CH:12]=[CH:11][CH:10]=1.Cl.C(OCC)(=O)C. The catalyst is C1COCC1. The product is [OH:19][C:17]([CH3:18])(/[CH:16]=[CH:15]/[C:9]1[CH:14]=[CH:13][CH:12]=[CH:11][CH:10]=1)[CH2:3][C:4]([O:6][CH2:7][CH3:8])=[O:5]. The yield is 1.00. (3) The reactants are [NH2:1][C:2]1[N:7]=[C:6]([C:8]2[S:12][C:11]([NH:13][C:14](=[O:16])[CH3:15])=[N:10][CH:9]=2)[CH:5]=[CH:4][CH:3]=1.[CH3:17][S:18](Cl)(=[O:20])=[O:19]. No catalyst specified. The product is [CH3:17][S:18]([NH:1][C:2]1[N:7]=[C:6]([C:8]2[S:12][C:11]([NH:13][C:14](=[O:16])[CH3:15])=[N:10][CH:9]=2)[CH:5]=[CH:4][CH:3]=1)(=[O:20])=[O:19]. The yield is 0.490. (4) The reactants are [CH3:1][N:2]([CH3:6])[CH2:3][CH2:4][NH2:5].Cl[C:8]1[N:9]=[N+:10]([O-:21])[C:11]2[C:20]3[CH2:19][CH2:18][CH2:17][C:16]=3[CH:15]=[CH:14][C:12]=2[N:13]=1. The catalyst is COCCOC. The product is [CH3:1][N:2]([CH3:6])[CH2:3][CH2:4][NH:5][C:8]1[N:9]=[N+:10]([O-:21])[C:11]2[C:20]3[CH2:19][CH2:18][CH2:17][C:16]=3[CH:15]=[CH:14][C:12]=2[N:13]=1. The yield is 0.880. (5) The reactants are [NH2:1][C:2]1[C:10]2[C:5](=[CH:6][CH:7]=[CH:8][C:9]=2[F:11])[C:4]([C:24]2[CH:25]=[C:26]([CH3:34])[C:27]([O:32][CH3:33])=[C:28]([CH2:30]O)[CH:29]=2)([C:12]2[CH:17]=[CH:16][CH:15]=[C:14]([C:18]3[CH:19]=[N:20][CH:21]=[N:22][CH:23]=3)[CH:13]=2)[N:3]=1.[BrH:35].C([O-])([O-])=O.[Na+].[Na+]. The catalyst is C(Cl)Cl. The product is [Br:35][CH2:30][C:28]1[CH:29]=[C:24]([C:4]2([C:12]3[CH:17]=[CH:16][CH:15]=[C:14]([C:18]4[CH:23]=[N:22][CH:21]=[N:20][CH:19]=4)[CH:13]=3)[C:5]3[C:10](=[C:9]([F:11])[CH:8]=[CH:7][CH:6]=3)[C:2]([NH2:1])=[N:3]2)[CH:25]=[C:26]([CH3:34])[C:27]=1[O:32][CH3:33]. The yield is 0.650. (6) The reactants are [Cl:1][C:2]1[CH:3]=[C:4]([CH:19]=[CH:20][CH:21]=1)[CH2:5][NH:6][C:7]1[CH:15]=[CH:14][CH:13]=[C:9]([C:10]([OH:12])=O)[C:8]=1[C:16]([OH:18])=O.[O:22]=[C:23]1[CH:28]([N:29]2C(=O)C3C(=CC=CC=3NCCOC)C2=O)[CH2:27][CH2:26][C:25](=[O:45])[NH:24]1. The catalyst is C(OCC)C. The product is [Cl:1][C:2]1[CH:3]=[C:4]([CH:19]=[CH:20][CH:21]=1)[CH2:5][NH:6][C:7]1[CH:15]=[CH:14][CH:13]=[C:9]2[C:8]=1[C:16](=[O:18])[N:29]([CH:28]1[CH2:27][CH2:26][C:25](=[O:45])[NH:24][C:23]1=[O:22])[C:10]2=[O:12]. The yield is 0.890. (7) The reactants are [F:1][C:2]1([F:16])[CH2:8][N:7]([C:9]([O:11][C:12]([CH3:15])([CH3:14])[CH3:13])=[O:10])[CH2:6][CH2:5][NH:4][CH2:3]1.[C:17]([BH3-])#N.[Na+].C=O.C(O)(=O)C. The catalyst is C1COCC1.C(OCC)(=O)C.CO. The product is [F:16][C:2]1([F:1])[CH2:8][N:7]([C:9]([O:11][C:12]([CH3:13])([CH3:15])[CH3:14])=[O:10])[CH2:6][CH2:5][N:4]([CH3:17])[CH2:3]1. The yield is 0.980.